Predict which catalyst facilitates the given reaction. From a dataset of Catalyst prediction with 721,799 reactions and 888 catalyst types from USPTO. (1) Reactant: [OH-].[Na+].[NH2:3][C:4]1[N:5]=[CH:6][C:7]2[S:12][C:11](=S)[NH:10][C:8]=2[N:9]=1.OO.NC(N)=[O:18].Cl. Product: [NH2:3][C:4]1[N:5]=[CH:6][C:7]2[S:12][C:11](=[O:18])[NH:10][C:8]=2[N:9]=1. The catalyst class is: 6. (2) Reactant: BrC1C=CC(O)=C(C2C=[CH:16][C:15]3[C:10](=[CH:11][CH:12]=[C:13]([C:18]4[N:22]([CH:23]5[CH2:28][CH2:27][CH2:26][CH2:25][CH2:24]5)[C:21]5[CH:29]=[CH:30][C:31]([C:33]([OH:35])=[O:34])=[CH:32][C:20]=5[N:19]=4)[CH:14]=3)[N:9]=2)C=1.[Cl:37][C:38]1[CH:43]=[C:42]([O:44][C:45]2[CH:50]=[CH:49][C:48]([Cl:51])=[CH:47][CH:46]=2)[CH:41]=[CH:40][C:39]=1[C:52](=O)[CH3:53].[OH-].[K+]. Product: [Cl:37][C:38]1[CH:43]=[C:42]([O:44][C:45]2[CH:50]=[CH:49][C:48]([Cl:51])=[CH:47][CH:46]=2)[CH:41]=[CH:40][C:39]=1[C:52]1[CH:53]=[CH:16][C:15]2[C:10](=[CH:11][CH:12]=[C:13]([C:18]3[N:22]([CH:23]4[CH2:24][CH2:25][CH2:26][CH2:27][CH2:28]4)[C:21]4[CH:29]=[CH:30][C:31]([C:33]([OH:35])=[O:34])=[CH:32][C:20]=4[N:19]=3)[CH:14]=2)[N:9]=1. The catalyst class is: 8. (3) Reactant: [ClH:1].[CH3:2][O:3][C:4]1[CH:9]=[CH:8][C:7]([N:10]2[C:14]([C:15]3[CH:31]=[CH:30][C:18]([O:19][CH2:20][CH2:21][NH:22]C(=O)OC(C)(C)C)=[CH:17][CH:16]=3)=[CH:13][C:12]([C:32]([F:35])([F:34])[F:33])=[N:11]2)=[CH:6][CH:5]=1. Product: [ClH:1].[CH3:2][O:3][C:4]1[CH:5]=[CH:6][C:7]([N:10]2[C:14]([C:15]3[CH:31]=[CH:30][C:18]([O:19][CH2:20][CH2:21][NH2:22])=[CH:17][CH:16]=3)=[CH:13][C:12]([C:32]([F:35])([F:33])[F:34])=[N:11]2)=[CH:8][CH:9]=1. The catalyst class is: 13. (4) Reactant: [Br-].[C:19]1([PH+]([C:15]2[CH:20]=[CH:19][CH:18]=[CH:17]C=2)[C:19]2[CH:20]=[CH:15]C=[CH:17][CH:18]=2)[CH:20]=[CH:15]C=[CH:17][CH:18]=1.CC(C)([O-])C.[K+].O=C1CC([NH:32][C:33](=[O:39])[O:34][C:35]([CH3:38])([CH3:37])[CH3:36])C1. Product: [CH2:15]=[C:20]1[CH2:17][CH:18]([NH:32][C:33](=[O:39])[O:34][C:35]([CH3:38])([CH3:37])[CH3:36])[CH2:19]1. The catalyst class is: 7. (5) Reactant: [C:1]1([C@H:11]([N:13]([CH2:21][CH:22]2[CH:26]([C:27]3[CH:32]=[CH:31][CH:30]=[CH:29][CH:28]=3)[CH2:25][NH:24][CH2:23]2)[C:14](=[O:20])[O:15][C:16]([CH3:19])([CH3:18])[CH3:17])[CH3:12])[C:10]2[C:5](=[CH:6][CH:7]=[CH:8][CH:9]=2)[CH:4]=[CH:3][CH:2]=1.Cl[C:34]1[CH:39]=[CH:38][CH:37]=[CH:36][CH:35]=1.CC(C)([O-])C.[K+]. Product: [C:34]1([N:24]2[CH2:25][CH:26]([C:27]3[CH:28]=[CH:29][CH:30]=[CH:31][CH:32]=3)[CH:22]([CH2:21][N:13]([C@@H:11]([C:1]3[C:10]4[C:5](=[CH:6][CH:7]=[CH:8][CH:9]=4)[CH:4]=[CH:3][CH:2]=3)[CH3:12])[C:14](=[O:20])[O:15][C:16]([CH3:18])([CH3:19])[CH3:17])[CH2:23]2)[CH:39]=[CH:38][CH:37]=[CH:36][CH:35]=1. The catalyst class is: 11. (6) Reactant: F[B-](F)(F)F.[CH2:6]([O+](CC)CC)[CH3:7].[Cl:13][CH2:14][CH2:15][CH2:16][CH:17]([C:21]1[CH:26]=[CH:25][CH:24]=[CH:23][C:22]=1[C:27]([F:30])([F:29])[F:28])[C:18]([NH2:20])=[O:19].[OH-].[Na+]. Product: [CH2:6]([O:19][C:18](=[NH:20])[CH:17]([C:21]1[CH:26]=[CH:25][CH:24]=[CH:23][C:22]=1[C:27]([F:28])([F:29])[F:30])[CH2:16][CH2:15][CH2:14][Cl:13])[CH3:7]. The catalyst class is: 4. (7) Reactant: [Si:1]([O:8][C@H:9]1[CH2:13][N:12]([C:14]2[C:19]([C:20](OCC)=[O:21])=[CH:18][N:17]=[C:16]([S:25][CH3:26])[N:15]=2)[C@H:11]([CH2:27][NH:28]S(C2C=CC=CC=2[N+]([O-])=O)(=O)=O)[CH2:10]1)([C:4]([CH3:7])([CH3:6])[CH3:5])([CH3:3])[CH3:2].SCC(O)=O.C1CCN2C(=NCCC2)CC1. Product: [O:8]([C@H:9]1[CH2:13][N:12]2[C:14]3[N:15]=[C:16]([S:25][CH3:26])[N:17]=[CH:18][C:19]=3[C:20](=[O:21])[NH:28][CH2:27][C@@H:11]2[CH2:10]1)[Si:1]([C:4]([CH3:7])([CH3:6])[CH3:5])([CH3:3])[CH3:2]. The catalyst class is: 8. (8) Reactant: [F:1][C:2]1[CH:27]=[CH:26][C:5]2[C:6](=[O:25])[N:7]=[C:8]([C:10]3[N:15]=[C:14]([CH2:16][CH2:17][C:18]([O:20]C(C)(C)C)=[O:19])[CH:13]=[CH:12][CH:11]=3)[S:9][C:4]=2[CH:3]=1. Product: [F:1][C:2]1[CH:27]=[CH:26][C:5]2[C:6](=[O:25])[N:7]=[C:8]([C:10]3[N:15]=[C:14]([CH2:16][CH2:17][C:18]([OH:20])=[O:19])[CH:13]=[CH:12][CH:11]=3)[S:9][C:4]=2[CH:3]=1. The catalyst class is: 55.